Dataset: Forward reaction prediction with 1.9M reactions from USPTO patents (1976-2016). Task: Predict the product of the given reaction. (1) Given the reactants [CH3:1][C:2]1[CH:3]=[N:4][CH:5]=[CH:6][C:7]=1[NH2:8].[C:9](O[C:9]([O:11][C:12]([CH3:15])([CH3:14])[CH3:13])=[O:10])([O:11][C:12]([CH3:15])([CH3:14])[CH3:13])=[O:10], predict the reaction product. The product is: [C:9]([C:3]1[C:2]([CH3:1])=[C:7]([NH2:8])[CH:6]=[CH:5][N:4]=1)([O:11][C:12]([CH3:15])([CH3:14])[CH3:13])=[O:10]. (2) Given the reactants [S:1]1[C:10]2[CH2:9][CH2:8][CH2:7][CH2:6][NH:5][C:4]=2[CH:3]=[CH:2]1.C(N(CC)C(C)C)(C)C.[C:20]1([C:29]2[CH:34]=[CH:33][CH:32]=[CH:31][CH:30]=2)[CH:25]=[CH:24][C:23]([C:26](Cl)=[O:27])=[CH:22][CH:21]=1, predict the reaction product. The product is: [C:20]1([C:29]2[CH:30]=[CH:31][CH:32]=[CH:33][CH:34]=2)[CH:21]=[CH:22][C:23]([C:26]([N:5]2[CH2:6][CH2:7][CH2:8][CH2:9][C:10]3[S:1][CH:2]=[CH:3][C:4]2=3)=[O:27])=[CH:24][CH:25]=1. (3) Given the reactants C([C@@H]1COC(=O)N1[C:14](=[O:40])[C@H:15]([CH3:39])[C@H:16]([C@H:25]1[CH2:29][O:28][C:27]([CH3:31])([CH3:30])[N:26]1[C:32]([O:34][C:35]([CH3:38])([CH3:37])[CH3:36])=[O:33])[O:17][Si:18]([C:21]([CH3:24])([CH3:23])[CH3:22])([CH3:20])[CH3:19])C1C=CC=CC=1.C(O)C.[Li+].[BH4-], predict the reaction product. The product is: [Si:18]([O:17][C@@H:16]([C@H:25]1[CH2:29][O:28][C:27]([CH3:31])([CH3:30])[N:26]1[C:32]([O:34][C:35]([CH3:36])([CH3:38])[CH3:37])=[O:33])[C@@H:15]([CH3:39])[CH2:14][OH:40])([C:21]([CH3:22])([CH3:23])[CH3:24])([CH3:20])[CH3:19].